This data is from Forward reaction prediction with 1.9M reactions from USPTO patents (1976-2016). The task is: Predict the product of the given reaction. (1) Given the reactants Br[CH2:2][C:3]([C:5]1[C:10]([CH3:11])=[CH:9][C:8]([O:12][C:13]2[CH:18]=[N:17][CH:16]=[CH:15][N:14]=2)=[CH:7][C:6]=1[CH3:19])=O.[NH2:20][C:21]([NH2:23])=[S:22], predict the reaction product. The product is: [CH3:19][C:6]1[CH:7]=[C:8]([O:12][C:13]2[CH:18]=[N:17][CH:16]=[CH:15][N:14]=2)[CH:9]=[C:10]([CH3:11])[C:5]=1[C:3]1[N:20]=[C:21]([NH2:23])[S:22][CH:2]=1. (2) The product is: [CH2:14]([S:1][C:2]1[N:10]=[CH:9][CH:8]=[CH:7][C:3]=1[C:4]([OH:6])=[O:5])[CH2:15][CH2:16][CH3:17]. Given the reactants [SH:1][C:2]1[N:10]=[CH:9][CH:8]=[CH:7][C:3]=1[C:4]([OH:6])=[O:5].[OH-].[Na+].I[CH2:14][CH2:15][CH2:16][CH3:17], predict the reaction product. (3) The product is: [CH3:1][O:2][C:3]([C:4]1[CH:9]=[C:8]2[C:7]([C:11]3[CH:16]=[C:15]([CH3:17])[CH:14]=[N:13][C:12]=3[NH:10]2)=[C:6]([NH2:19])[CH:5]=1)=[O:20]. Given the reactants [CH3:1][O:2][C:3](=[O:20])[C:4]1[CH:9]=[C:8]([NH2:10])[C:7]([C:11]2[C:12](F)=[N:13][CH:14]=[C:15]([CH3:17])[CH:16]=2)=[C:6]([NH2:19])[CH:5]=1.NC1C=C(C#N)C=C2C=1C1C=C(C)C=NC=1N2, predict the reaction product. (4) Given the reactants [CH3:1][O:2][C:3]([C:5]1[C:14]([OH:15])=[C:13]2[C:8]([CH:9]=[CH:10][C:11](=[O:23])[N:12]2[CH2:16][C:17]2[CH:22]=[CH:21][CH:20]=[CH:19][CH:18]=2)=[CH:7][N:6]=1)=[O:4].[Br:24]N1C(=O)CCC1=O, predict the reaction product. The product is: [CH3:1][O:2][C:3]([C:5]1[C:14]([OH:15])=[C:13]2[C:8]([CH:9]=[CH:10][C:11](=[O:23])[N:12]2[CH2:16][C:17]2[CH:22]=[CH:21][CH:20]=[CH:19][CH:18]=2)=[C:7]([Br:24])[N:6]=1)=[O:4].